This data is from Forward reaction prediction with 1.9M reactions from USPTO patents (1976-2016). The task is: Predict the product of the given reaction. (1) The product is: [C:71]([C:56]1[C:57]([NH:67][C:68](=[O:70])[CH3:69])=[N:58][C:59]([N:61]2[CH2:66][CH2:65][O:64][CH2:63][CH2:62]2)=[N:60][C:55]=1[NH:54][C:36]1[C:45]2[C:40](=[CH:41][C:42]([F:46])=[CH:43][CH:44]=2)[N:39]=[C:38]([C:47]2[CH:52]=[CH:51][CH:50]=[CH:49][N:48]=2)[C:37]=1[CH3:53])#[N:72]. Given the reactants CC(C1C=C(C(C)C)C(C2C=CC=CC=2P(C2CCCCC2)C2CCCCC2)=C(C(C)C)C=1)C.Cl[C:36]1[C:45]2[C:40](=[CH:41][C:42]([F:46])=[CH:43][CH:44]=2)[N:39]=[C:38]([C:47]2[CH:52]=[CH:51][CH:50]=[CH:49][N:48]=2)[C:37]=1[CH3:53].[NH2:54][C:55]1[N:60]=[C:59]([N:61]2[CH2:66][CH2:65][O:64][CH2:63][CH2:62]2)[N:58]=[C:57]([NH:67][C:68](=[O:70])[CH3:69])[C:56]=1[C:71]#[N:72].C(=O)([O-])[O-].[K+].[K+], predict the reaction product. (2) Given the reactants C(O)(=[O:10])C=CC1C=CC=CC=1.[CH:12]1([N:18]=[C:19]=[N:20][CH:21]2[CH2:26][CH2:25][CH2:24][CH2:23][CH2:22]2)[CH2:17][CH2:16][CH2:15][CH2:14][CH2:13]1.NCCC[Si](OC)(OC)OC, predict the reaction product. The product is: [CH:21]1([NH:20][C:19](=[O:10])[NH:18][CH:12]2[CH2:13][CH2:14][CH2:15][CH2:16][CH2:17]2)[CH2:26][CH2:25][CH2:24][CH2:23][CH2:22]1. (3) Given the reactants [CH:1]([P:3](=[O:6])([OH:5])[OH:4])=O.[NH2:7][CH2:8][C:9]([OH:11])=[O:10], predict the reaction product. The product is: [CH2:8]([NH:7][CH2:1][P:3]([OH:4])([OH:5])=[O:6])[C:9]([OH:11])=[O:10]. (4) Given the reactants [CH3:1][O:2][CH2:3][C:4]1[NH:5][C:6]([NH2:9])=[N:7][N:8]=1.[CH3:10][C:11](=O)[CH2:12][CH3:13].C([BH3-])#N.[Na+].O, predict the reaction product. The product is: [CH3:1][O:2][CH2:3][C:4]1[NH:5][C:6]([NH:9][CH:11]([CH3:10])[CH2:12][CH3:13])=[N:7][N:8]=1.